This data is from NCI-60 drug combinations with 297,098 pairs across 59 cell lines. The task is: Regression. Given two drug SMILES strings and cell line genomic features, predict the synergy score measuring deviation from expected non-interaction effect. (1) Drug 1: CC(C1=C(C=CC(=C1Cl)F)Cl)OC2=C(N=CC(=C2)C3=CN(N=C3)C4CCNCC4)N. Drug 2: C(CC(=O)O)C(=O)CN.Cl. Cell line: COLO 205. Synergy scores: CSS=9.74, Synergy_ZIP=-6.88, Synergy_Bliss=-6.49, Synergy_Loewe=-8.94, Synergy_HSA=-6.55. (2) Drug 1: CC1=CC=C(C=C1)C2=CC(=NN2C3=CC=C(C=C3)S(=O)(=O)N)C(F)(F)F. Drug 2: C1CN1C2=NC(=NC(=N2)N3CC3)N4CC4. Cell line: OVCAR-5. Synergy scores: CSS=33.8, Synergy_ZIP=-8.75, Synergy_Bliss=-5.34, Synergy_Loewe=-14.6, Synergy_HSA=-4.44. (3) Drug 1: CCC1=CC2CC(C3=C(CN(C2)C1)C4=CC=CC=C4N3)(C5=C(C=C6C(=C5)C78CCN9C7C(C=CC9)(C(C(C8N6C)(C(=O)OC)O)OC(=O)C)CC)OC)C(=O)OC.C(C(C(=O)O)O)(C(=O)O)O. Drug 2: C1=CC=C(C(=C1)C(C2=CC=C(C=C2)Cl)C(Cl)Cl)Cl. Cell line: SK-MEL-5. Synergy scores: CSS=44.0, Synergy_ZIP=11.1, Synergy_Bliss=9.47, Synergy_Loewe=-10.2, Synergy_HSA=9.00.